Dataset: Reaction yield outcomes from USPTO patents with 853,638 reactions. Task: Predict the reaction yield, written as a fraction of the theoretical maximum amount of product (1.0 means a 100% yield; for example, 0.34 means a 34% yield). The product is [O:32]=[C:26]1[CH:25]([N:18]2[C:17](=[O:33])[C:16]3[C:20](=[CH:21][CH:22]=[CH:23][C:15]=3[CH2:14][NH:13][C:2]([N:1]([CH3:11])[CH2:7][CH3:6])=[O:39])[C:19]2=[O:24])[CH2:30][CH2:29][C:28](=[O:31])[NH:27]1. The catalyst is CC#N. The yield is 0.360. The reactants are [N:1]12[CH2:11]CCN=[C:7]1[CH2:6]CCC[CH2:2]2.Cl.[NH2:13][CH2:14][C:15]1[CH:23]=[CH:22][CH:21]=[C:20]2[C:16]=1[C:17](=[O:33])[N:18]([CH:25]1[CH2:30][CH2:29][C:28](=[O:31])[NH:27][C:26]1=[O:32])[C:19]2=[O:24].C(N=C=[O:39])(C)C.